Dataset: Forward reaction prediction with 1.9M reactions from USPTO patents (1976-2016). Task: Predict the product of the given reaction. (1) Given the reactants [Cl:1][C:2]1[CH:3]=[CH:4][C:5]2[O:9][CH:8]([CH2:10]Cl)[CH2:7][C:6]=2[CH:12]=1.[NH:13]1[CH2:18][CH2:17][NH:16][CH2:15][CH2:14]1, predict the reaction product. The product is: [Cl:1][C:2]1[CH:3]=[CH:4][C:5]2[O:9][CH:8]([CH2:10][N:13]3[CH2:18][CH2:17][NH:16][CH2:15][CH2:14]3)[CH2:7][C:6]=2[CH:12]=1. (2) Given the reactants C[N:2](C)/[CH:3]=[CH:4]/[C:5]([C:7]1[CH:15]=[C:14]2[C:10]([C:11]([CH2:24][CH3:25])=[N:12][N:13]2COCC[Si](C)(C)C)=[CH:9][CH:8]=1)=O.Cl.[Br:28][C:29]1[CH:34]=[CH:33][C:32]([NH:35]N)=[CH:31][CH:30]=1, predict the reaction product. The product is: [Br:28][C:29]1[CH:34]=[CH:33][C:32]([N:35]2[C:5]([C:7]3[CH:15]=[C:14]4[C:10]([C:11]([CH2:24][CH3:25])=[N:12][NH:13]4)=[CH:9][CH:8]=3)=[CH:4][CH:3]=[N:2]2)=[CH:31][CH:30]=1. (3) Given the reactants FCCC1CCN(C2C=CN3C=C(C4C=CC(C)=CC=4)N=C3C=2)CC1.[CH3:26][NH:27][C:28]1[CH:33]=[CH:32][N:31]=[C:30]([NH2:34])[CH:29]=1.[F:35][C:36]1[CH:37]=[C:38]([CH:43]=[CH:44][C:45]=1[O:46][CH3:47])[C:39](=O)[CH2:40]Br, predict the reaction product. The product is: [F:35][C:36]1[CH:37]=[C:38]([C:39]2[N:34]=[C:30]3[CH:29]=[C:28]([NH:27][CH3:26])[CH:33]=[CH:32][N:31]3[CH:40]=2)[CH:43]=[CH:44][C:45]=1[O:46][CH3:47]. (4) Given the reactants [C:1]([N:4]1[C:13]2[C:8](=[CH:9][C:10]([C:14]#[CH:15])=[CH:11][CH:12]=2)[C@H:7]([NH:16][C:17]2[CH:24]=[CH:23][C:20]([C:21]#[N:22])=[CH:19][N:18]=2)[CH2:6][C@@H:5]1[CH3:25])(=[O:3])[CH3:2].CO.[N:28]([Si](C)(C)C)=[N+:29]=[N-:30], predict the reaction product. The product is: [C:1]([N:4]1[C:13]2[C:8](=[CH:9][C:10]([C:14]3[N:28]=[N:29][NH:30][CH:15]=3)=[CH:11][CH:12]=2)[C@H:7]([NH:16][C:17]2[CH:24]=[CH:23][C:20]([C:21]#[N:22])=[CH:19][N:18]=2)[CH2:6][C@@H:5]1[CH3:25])(=[O:3])[CH3:2]. (5) Given the reactants [N:1]1[C:5]2[CH:6]=[CH:7][C:8]([C:10]([NH:12][NH2:13])=O)=[CH:9][C:4]=2[NH:3][CH:2]=1.[CH3:14][O:15][C:16]1[CH:21]=[C:20]([O:22][CH3:23])[CH:19]=[CH:18][C:17]=1[CH2:24][CH2:25][C:26](Cl)=O.COC1C=CC(P2(SP(C3C=CC(OC)=CC=3)(=S)S2)=[S:38])=CC=1, predict the reaction product. The product is: [CH3:14][O:15][C:16]1[CH:21]=[C:20]([O:22][CH3:23])[CH:19]=[CH:18][C:17]=1[CH2:24][CH2:25][C:26]1[S:38][C:10]([C:8]2[CH:7]=[CH:6][C:5]3[NH:1][CH:2]=[N:3][C:4]=3[CH:9]=2)=[N:12][N:13]=1. (6) Given the reactants [CH3:1][C:2]([CH3:26])([CH3:25])[CH:3]([OH:24])[CH2:4][N:5]1[C:9]2[CH:10]=[CH:11][CH:12]=[C:13]([CH3:14])[C:8]=2[N:7]=[C:6]1[C:15]1[CH:20]=[CH:19][CH:18]=[CH:17][C:16]=1[N+]([O-])=O.[H-].[Na+], predict the reaction product. The product is: [C:2]([CH:3]1[CH2:4][N:5]2[C:6](=[N:7][C:8]3[C:13]([CH3:14])=[CH:12][CH:11]=[CH:10][C:9]=32)[C:15]2[CH:20]=[CH:19][CH:18]=[CH:17][C:16]=2[O:24]1)([CH3:26])([CH3:25])[CH3:1]. (7) The product is: [CH2:1]([O:3][C:4]([C:6]1[C:7]([NH:27][C:28]2[CH:29]=[C:30]([CH3:34])[CH:31]=[CH:32][CH:33]=2)=[N:8][C:9]([CH2:12][CH2:13][CH2:14][N:15]2[C:23](=[O:24])[C:22]3[C:17](=[CH:18][CH:19]=[CH:20][CH:21]=3)[C:16]2=[O:25])=[N:10][CH:11]=1)=[O:5])[CH3:2]. Given the reactants [CH2:1]([O:3][C:4]([C:6]1[C:7](Cl)=[N:8][C:9]([CH2:12][CH2:13][CH2:14][N:15]2[C:23](=[O:24])[C:22]3[C:17](=[CH:18][CH:19]=[CH:20][CH:21]=3)[C:16]2=[O:25])=[N:10][CH:11]=1)=[O:5])[CH3:2].[NH2:27][C:28]1[CH:33]=[CH:32][CH:31]=[C:30]([CH3:34])[CH:29]=1, predict the reaction product. (8) Given the reactants [CH:1]([O:4][C:5]([N:7]1[CH2:12][CH2:11][CH:10]([O:13][C:14]2[C:19]([C:20]#[N:21])=[C:18]([NH:22][C:23]3[CH:24]=[N:25][C:26](Cl)=[CH:27][CH:28]=3)[N:17]=[CH:16][N:15]=2)[CH2:9][CH2:8]1)=[O:6])([CH3:3])[CH3:2].[Br-].[CH2:31]([Zn+])[CH2:32][CH3:33], predict the reaction product. The product is: [CH:1]([O:4][C:5]([N:7]1[CH2:12][CH2:11][CH:10]([O:13][C:14]2[C:19]([C:20]#[N:21])=[C:18]([NH:22][C:23]3[CH:24]=[N:25][C:26]([CH2:31][CH2:32][CH3:33])=[CH:27][CH:28]=3)[N:17]=[CH:16][N:15]=2)[CH2:9][CH2:8]1)=[O:6])([CH3:3])[CH3:2]. (9) Given the reactants [NH:1]1[C:9]2[C:4](=[CH:5][C:6]([O:10][C:11]3[C:20]4[C:15](=[CH:16][C:17]([O:23][CH2:24][CH2:25][CH2:26][N:27]5[CH2:32][CH2:31][N:30](C(OC(C)(C)C)=O)[CH2:29][CH2:28]5)=[C:18]([O:21][CH3:22])[CH:19]=4)[N:14]=[CH:13][N:12]=3)=[CH:7][N:8]=2)[CH:3]=[CH:2]1.FC(F)(F)C(O)=O, predict the reaction product. The product is: [NH:1]1[C:9]2[C:4](=[CH:5][C:6]([O:10][C:11]3[C:20]4[C:15](=[CH:16][C:17]([O:23][CH2:24][CH2:25][CH2:26][N:27]5[CH2:32][CH2:31][NH:30][CH2:29][CH2:28]5)=[C:18]([O:21][CH3:22])[CH:19]=4)[N:14]=[CH:13][N:12]=3)=[CH:7][N:8]=2)[CH:3]=[CH:2]1. (10) Given the reactants [H-].[Na+].[C:3]([C:7]1[CH:8]=[C:9]([CH:12]=[C:13]([C:16]([CH3:19])([CH3:18])[CH3:17])[C:14]=1[OH:15])[CH:10]=[O:11])([CH3:6])([CH3:5])[CH3:4].[CH3:20]I, predict the reaction product. The product is: [C:16]([C:13]1[CH:12]=[C:9]([CH:8]=[C:7]([C:3]([CH3:6])([CH3:5])[CH3:4])[C:14]=1[O:15][CH3:20])[CH:10]=[O:11])([CH3:19])([CH3:18])[CH3:17].